This data is from Full USPTO retrosynthesis dataset with 1.9M reactions from patents (1976-2016). The task is: Predict the reactants needed to synthesize the given product. The reactants are: Cl[C:2]1[C:11]2[C:6](=[C:7]([Cl:14])[C:8]([O:12][CH3:13])=[CH:9][CH:10]=2)[N:5]=[C:4]([N:15]2[CH:19]=[CH:18][C:17]([C:20]([F:23])([F:22])[F:21])=[N:16]2)[CH:3]=1.CC(O[K])=[O:26].O. Given the product [Cl:14][C:7]1[C:8]([O:12][CH3:13])=[CH:9][CH:10]=[C:11]2[C:6]=1[N:5]=[C:4]([N:15]1[CH:19]=[CH:18][C:17]([C:20]([F:23])([F:22])[F:21])=[N:16]1)[CH:3]=[C:2]2[OH:26], predict the reactants needed to synthesize it.